Dataset: Forward reaction prediction with 1.9M reactions from USPTO patents (1976-2016). Task: Predict the product of the given reaction. (1) Given the reactants [Na].C(O[C:5](=[O:23])[CH:6]([C:17]1[CH:22]=[CH:21][CH:20]=[CH:19][CH:18]=1)[CH2:7][NH:8][C:9](=[O:16])[CH2:10][C:11]([O:13][CH2:14][CH3:15])=[O:12])C, predict the reaction product. The product is: [O:16]=[C:9]1[CH:10]([C:11]([O:13][CH2:14][CH3:15])=[O:12])[C:5](=[O:23])[CH:6]([C:17]2[CH:18]=[CH:19][CH:20]=[CH:21][CH:22]=2)[CH2:7][NH:8]1. (2) Given the reactants Cl[C:2]1[N:11]=[C:10]([NH:12][CH:13]2[CH2:18][CH2:17][N:16]([CH2:19][C:20]3[C:25]([O:26][CH2:27][CH2:28][N:29]([CH3:31])[CH3:30])=[CH:24][CH:23]=[CH:22][C:21]=3[N:32]([CH3:34])[CH3:33])[CH2:15][CH2:14]2)[C:9]2[C:4](=[CH:5][C:6]([O:37][CH3:38])=[C:7]([O:35][CH3:36])[CH:8]=2)[N:3]=1.[NH2:39][CH2:40][CH2:41][CH2:42][OH:43], predict the reaction product. The product is: [CH3:33][N:32]([CH3:34])[C:21]1[CH:22]=[CH:23][CH:24]=[C:25]([O:26][CH2:27][CH2:28][N:29]([CH3:31])[CH3:30])[C:20]=1[CH2:19][N:16]1[CH2:17][CH2:18][CH:13]([NH:12][C:10]2[C:9]3[C:4](=[CH:5][C:6]([O:37][CH3:38])=[C:7]([O:35][CH3:36])[CH:8]=3)[N:3]=[C:2]([NH:39][CH2:40][CH2:41][CH2:42][OH:43])[N:11]=2)[CH2:14][CH2:15]1. (3) Given the reactants [H-].[OH-].[Li+].C[O:5][C:6](=[O:39])[CH:7]([NH:12][C:13]([C:15]1[N:16]=[N:17][C:18]([N:21]2[CH2:26][CH2:25][N:24]([C:27](=[O:38])[C:28]3[CH:33]=[CH:32][CH:31]=[CH:30][C:29]=3[C:34]([F:37])([F:36])[F:35])[CH2:23][CH2:22]2)=[CH:19][CH:20]=1)=[O:14])[CH2:8][CH:9]([CH3:11])[CH3:10], predict the reaction product. The product is: [CH3:10][CH:9]([CH3:11])[CH2:8][CH:7]([NH:12][C:13]([C:15]1[N:16]=[N:17][C:18]([N:21]2[CH2:22][CH2:23][N:24]([C:27](=[O:38])[C:28]3[CH:33]=[CH:32][CH:31]=[CH:30][C:29]=3[C:34]([F:37])([F:36])[F:35])[CH2:25][CH2:26]2)=[CH:19][CH:20]=1)=[O:14])[C:6]([OH:39])=[O:5].